This data is from NCI-60 drug combinations with 297,098 pairs across 59 cell lines. The task is: Regression. Given two drug SMILES strings and cell line genomic features, predict the synergy score measuring deviation from expected non-interaction effect. Drug 1: C1=NC2=C(N1)C(=S)N=CN2. Drug 2: CCCCCOC(=O)NC1=NC(=O)N(C=C1F)C2C(C(C(O2)C)O)O. Cell line: SR. Synergy scores: CSS=-1.46, Synergy_ZIP=0.439, Synergy_Bliss=-2.89, Synergy_Loewe=-3.00, Synergy_HSA=-5.44.